Dataset: Forward reaction prediction with 1.9M reactions from USPTO patents (1976-2016). Task: Predict the product of the given reaction. (1) Given the reactants [Cl:1][C:2]1[CH:7]=[CH:6][C:5]([CH:8]([C:10]2[N:11]=[C:12]([C:28]3[CH:33]=[CH:32][N:31]=[CH:30][CH:29]=3)[S:13][C:14]=2[C:15]2[N:19]=[CH:18][N:17](COCC[Si](C)(C)C)[N:16]=2)[OH:9])=[CH:4][CH:3]=1.C(Cl)Cl.FC(F)(F)C(O)=O.C([O-])(O)=O.[Na+], predict the reaction product. The product is: [Cl:1][C:2]1[CH:7]=[CH:6][C:5]([CH:8]([C:10]2[N:11]=[C:12]([C:28]3[CH:33]=[CH:32][N:31]=[CH:30][CH:29]=3)[S:13][C:14]=2[C:15]2[N:19]=[CH:18][NH:17][N:16]=2)[OH:9])=[CH:4][CH:3]=1. (2) Given the reactants [Br:1][C:2]1[CH:7]=[CH:6][C:5]([N:8]2[CH:12]=[CH:11][N:10]=[CH:9]2)=[C:4]([N+:13]([O-])=O)[CH:3]=1.[BH4-].[Na+].O.C(OCC)(=O)C, predict the reaction product. The product is: [Br:1][C:2]1[CH:7]=[CH:6][C:5]([N:8]2[CH:12]=[CH:11][N:10]=[CH:9]2)=[C:4]([NH2:13])[CH:3]=1. (3) Given the reactants [F:1][C:2]1[CH:3]=[C:4]2[C:9](=[C:10]([O:23][CH3:24])[C:11]=1[N:12]1[CH2:17][CH2:16][CH:15]([C:18]([O:20]CC)=[O:19])[CH2:14][CH2:13]1)[N:8]([CH2:25][C:26]([F:29])([F:28])[F:27])[CH:7]=[C:6]([C:30]([NH:32][CH2:33][C:34]1[CH:39]=[CH:38][C:37]([O:40][C:41]([F:44])([F:43])[F:42])=[CH:36][C:35]=1[CH3:45])=[O:31])[C:5]2=[O:46].[OH-].[Li+].Cl, predict the reaction product. The product is: [F:1][C:2]1[CH:3]=[C:4]2[C:9](=[C:10]([O:23][CH3:24])[C:11]=1[N:12]1[CH2:17][CH2:16][CH:15]([C:18]([OH:20])=[O:19])[CH2:14][CH2:13]1)[N:8]([CH2:25][C:26]([F:29])([F:27])[F:28])[CH:7]=[C:6]([C:30]([NH:32][CH2:33][C:34]1[CH:39]=[CH:38][C:37]([O:40][C:41]([F:42])([F:43])[F:44])=[CH:36][C:35]=1[CH3:45])=[O:31])[C:5]2=[O:46]. (4) Given the reactants [N:1]1[CH:6]=[CH:5][C:4]([CH2:7][NH:8][C:9]([C:11]2([CH2:24][CH2:25][CH2:26][CH2:27]Br)[C:23]3[CH:22]=[CH:21][CH:20]=[CH:19][C:18]=3[C:17]3[C:12]2=[CH:13][CH:14]=[CH:15][CH:16]=3)=[O:10])=[CH:3][CH:2]=1.[N:29]1([C:35]2[CH:44]=[CH:43][C:42]3[C:37](=[CH:38][CH:39]=[CH:40][CH:41]=3)[N:36]=2)[CH2:34][CH2:33][NH:32][CH2:31][CH2:30]1, predict the reaction product. The product is: [N:1]1[CH:6]=[CH:5][C:4]([CH2:7][NH:8][C:9]([C:11]2([CH2:24][CH2:25][CH2:26][CH2:27][N:32]3[CH2:33][CH2:34][N:29]([C:35]4[CH:44]=[CH:43][C:42]5[C:37](=[CH:38][CH:39]=[CH:40][CH:41]=5)[N:36]=4)[CH2:30][CH2:31]3)[C:23]3[CH:22]=[CH:21][CH:20]=[CH:19][C:18]=3[C:17]3[C:12]2=[CH:13][CH:14]=[CH:15][CH:16]=3)=[O:10])=[CH:3][CH:2]=1. (5) Given the reactants [CH2:1]([O:8][C:9]([NH:11][C@@H:12]([CH:16]1[CH2:21][CH2:20][C:19]([F:23])([F:22])[CH2:18][CH2:17]1)[C:13]([OH:15])=O)=[O:10])[C:2]1[CH:7]=[CH:6][CH:5]=[CH:4][CH:3]=1.ON1C2C=CC=CC=2N=N1.C(N(CC)C(C)C)(C)C.Cl.C(N=C=NCCCN(C)C)C.Cl.Cl.[O:57]1[C:66]2[C:61](=[CH:62][CH:63]=[CH:64][CH:65]=2)[C@H:60]([NH:67][C:68]([C@@H:70]2[CH2:75][N:74]3[CH2:76][C@H:77]([O:79][CH2:80][CH3:81])[CH2:78][C@@H:73]3[CH2:72][NH:71]2)=[O:69])[CH2:59][CH2:58]1, predict the reaction product. The product is: [CH2:1]([O:8][C:9](=[O:10])[NH:11][C@@H:12]([CH:16]1[CH2:21][CH2:20][C:19]([F:23])([F:22])[CH2:18][CH2:17]1)[C:13]([N:71]1[C@H:70]([C:68](=[O:69])[NH:67][C@H:60]2[C:61]3[C:66](=[CH:65][CH:64]=[CH:63][CH:62]=3)[O:57][CH2:58][CH2:59]2)[CH2:75][N:74]2[CH2:76][C@H:77]([O:79][CH2:80][CH3:81])[CH2:78][C@@H:73]2[CH2:72]1)=[O:15])[C:2]1[CH:3]=[CH:4][CH:5]=[CH:6][CH:7]=1. (6) The product is: [NH2:1][C:2]1[N:3]=[C:4]([S:12]([CH3:13])=[O:22])[C:5]([C:10]#[N:11])=[C:6]([S:8][CH3:9])[N:7]=1. Given the reactants [NH2:1][C:2]1[N:7]=[C:6]([S:8][CH3:9])[C:5]([C:10]#[N:11])=[C:4]([S:12][CH3:13])[N:3]=1.ClC1C=CC=C(C(OO)=[O:22])C=1, predict the reaction product.